From a dataset of Forward reaction prediction with 1.9M reactions from USPTO patents (1976-2016). Predict the product of the given reaction. The product is: [Cl:20][C:21]1[CH:26]=[CH:25][C:24]([C:27]2[CH2:32][CH2:31][N:30]([CH2:6][CH2:7][CH2:8][CH2:9][CH:10]3[C:18]4[C:13](=[CH:14][CH:15]=[CH:16][CH:17]=4)[NH:12][C:11]3=[O:19])[CH2:29][CH:28]=2)=[CH:23][CH:22]=1. Given the reactants S(O[CH2:6][CH2:7][CH2:8][CH2:9][CH:10]1[C:18]2[C:13](=[CH:14][CH:15]=[CH:16][CH:17]=2)[NH:12][C:11]1=[O:19])(C)(=O)=O.[Cl:20][C:21]1[CH:26]=[CH:25][C:24]([C:27]2[CH2:28][CH2:29][NH:30][CH2:31][CH:32]=2)=[CH:23][CH:22]=1, predict the reaction product.